Predict the product of the given reaction. From a dataset of Forward reaction prediction with 1.9M reactions from USPTO patents (1976-2016). (1) Given the reactants Br[C:2]1[CH:3]=[N:4][CH:5]=[CH:6][CH:7]=1.[C:8]1(B2OC(C)(C)C(C)(C)O2)[CH2:13][CH2:12][CH2:11][CH2:10][CH:9]=1.C(=O)([O-])[O-].[Cs+].[Cs+], predict the reaction product. The product is: [C:8]1([C:2]2[CH:3]=[N:4][CH:5]=[CH:6][CH:7]=2)[CH2:13][CH2:12][CH2:11][CH2:10][CH:9]=1. (2) Given the reactants [F:1][C:2]([F:16])([CH2:12][CH2:13][CH2:14][CH3:15])[C:3](=[O:11])[CH2:4]P(=O)(OC)OC.O.[OH-].[Li+].[C:20]([O:23][C@@H:24]1[C@H:28]([CH2:29][CH2:30][CH2:31][CH2:32][CH2:33][CH2:34][C:35]([O:37][CH3:38])=[O:36])[C@@H:27]([CH:39]=O)[C@H:26]([O:41][CH:42]2[CH2:47][CH2:46][CH2:45][CH2:44][O:43]2)[CH2:25]1)(=[O:22])[CH3:21], predict the reaction product. The product is: [C:20]([O:23][C@@H:24]1[C@H:28]([CH2:29][CH2:30][CH2:31][CH2:32][CH2:33][CH2:34][C:35]([O:37][CH3:38])=[O:36])[C@@H:27](/[CH:39]=[CH:4]/[C:3](=[O:11])[C:2]([F:1])([F:16])[CH2:12][CH2:13][CH2:14][CH3:15])[C@H:26]([O:41][CH:42]2[CH2:47][CH2:46][CH2:45][CH2:44][O:43]2)[CH2:25]1)(=[O:22])[CH3:21]. (3) Given the reactants C(OC(=O)[NH:7][C:8]1[C:17]2[C:12](=[CH:13][CH:14]=[C:15]([O:18][CH2:19][CH3:20])[CH:16]=2)[CH:11]=[CH:10][CH:9]=1)(C)(C)C.Cl.C(OC(C)C)(C)C, predict the reaction product. The product is: [CH2:19]([O:18][C:15]1[CH:16]=[C:17]2[C:12]([CH:11]=[CH:10][CH:9]=[C:8]2[NH2:7])=[CH:13][CH:14]=1)[CH3:20]. (4) Given the reactants C(N1CCN(C2N=C(Br)C=C3C=CSC=23)CC1)C.[CH2:19]([N:21]1[CH2:26][CH2:25][N:24]([C:27]2[N:28]=[C:29]([C:36]3[CH:41]=[CH:40][C:39]([S:42]([CH3:45])(=[O:44])=[O:43])=[CH:38][CH:37]=3)[CH:30]=[C:31]3[CH:35]=[CH:34][S:33][C:32]=23)[CH2:23][CH2:22]1)[CH3:20].[ClH:46], predict the reaction product. The product is: [ClH:46].[ClH:46].[CH2:19]([N:21]1[CH2:26][CH2:25][N:24]([C:27]2[N:28]=[C:29]([C:36]3[CH:37]=[CH:38][C:39]([S:42]([CH3:45])(=[O:44])=[O:43])=[CH:40][CH:41]=3)[CH:30]=[C:31]3[CH:35]=[CH:34][S:33][C:32]=23)[CH2:23][CH2:22]1)[CH3:20]. (5) Given the reactants [Cl:1][C:2]1[C:11]2[NH:10][C:9](=[O:12])[C:8]3[S:13][CH:14]=[CH:15][C:7]=3[C:6]=2[C:5]([C:16]2[CH:21]=[CH:20][C:19]([C@H](C)CNC(=O)OC(C)(C)C)=[CH:18][CH:17]=2)=[C:4]([O:33]C)[CH:3]=1.BrB(Br)Br, predict the reaction product. The product is: [ClH:1].[OH:33][C:4]1[CH:3]=[CH:2][C:11]2[NH:10][C:9](=[O:12])[C:8]3[S:13][CH:14]=[CH:15][C:7]=3[C:6]=2[C:5]=1[C:16]1[CH:17]=[CH:18][C:19]([C@@H:9]([NH:10][CH3:11])[CH3:8])=[CH:20][CH:21]=1. (6) Given the reactants [CH2:1]([O:3][C:4](=[O:25])/[CH:5]=[CH:6]/[C:7]1[CH:24]=[CH:23][C:10]2[N:11]([CH2:21][CH3:22])[C:12](=[O:20])[C:13]([CH3:19])([CH3:18])[C:14](=[O:17])[N:15]([CH3:16])[C:9]=2[CH:8]=1)[CH3:2], predict the reaction product. The product is: [CH2:1]([O:3][C:4](=[O:25])[CH2:5][CH2:6][C:7]1[CH:24]=[CH:23][C:10]2[N:11]([CH2:21][CH3:22])[C:12](=[O:20])[C:13]([CH3:19])([CH3:18])[C:14](=[O:17])[N:15]([CH3:16])[C:9]=2[CH:8]=1)[CH3:2]. (7) Given the reactants Br[C:2]1[N:7]=[C:6]2[N:8]([CH2:20][CH2:21][CH2:22][N:23]3[CH2:28][CH2:27][CH2:26][CH2:25][CH2:24]3)[C:9]([NH:11][C:12]3[CH:17]=[CH:16][C:15]([O:18][CH3:19])=[CH:14][CH:13]=3)=[N:10][C:5]2=[CH:4][CH:3]=1.[C:29]([O:33][C:34]([N:36]1[C:44]2[C:39](=[CH:40][CH:41]=[CH:42][CH:43]=2)[CH:38]=[C:37]1B(O)O)=[O:35])([CH3:32])([CH3:31])[CH3:30].C(=O)([O-])[O-].[Na+].[Na+], predict the reaction product. The product is: [CH3:19][O:18][C:15]1[CH:16]=[CH:17][C:12]([NH:11][C:9]2[N:8]([CH2:20][CH2:21][CH2:22][N:23]3[CH2:28][CH2:27][CH2:26][CH2:25][CH2:24]3)[C:6]3=[N:7][C:2]([C:37]4[N:36]([C:34]([O:33][C:29]([CH3:32])([CH3:31])[CH3:30])=[O:35])[C:44]5[C:39]([CH:38]=4)=[CH:40][CH:41]=[CH:42][CH:43]=5)=[CH:3][CH:4]=[C:5]3[N:10]=2)=[CH:13][CH:14]=1. (8) Given the reactants [CH2:1]([N:5]([CH2:11][CH2:12][CH2:13][CH3:14])[C:6](=[O:10])[O:7][CH2:8]Cl)[CH2:2][CH2:3][CH3:4].[OH:15][C@@H:16]([C@H:18]1[C:38](=[O:39])[N:20]2[C:21]([C:35]([O-:37])=[O:36])=[C:22]([S:25]/[CH:26]=[CH:27]\[C:28]3[S:32][CH:31]=[N:30][C:29]=3[CH2:33][OH:34])[C@H:23]([CH3:24])[C@H:19]12)[CH3:17].[Na+], predict the reaction product. The product is: [OH:15][C@@H:16]([C@H:18]1[C:38](=[O:39])[N:20]2[C:21]([C:35]([O:37][CH2:8][O:7][C:6]([N:5]([CH2:11][CH2:12][CH2:13][CH3:14])[CH2:1][CH2:2][CH2:3][CH3:4])=[O:10])=[O:36])=[C:22]([S:25]/[CH:26]=[CH:27]\[C:28]3[S:32][CH:31]=[N:30][C:29]=3[CH2:33][OH:34])[C@H:23]([CH3:24])[C@H:19]12)[CH3:17]. (9) Given the reactants C(OC([C:6]1[C:15](=[O:16])[N:14]2[CH:9]([CH:10]=[CH:11][CH:12]=[CH:13]2)[CH:8]([N:17]2[CH2:22][CH2:21][N:20](C(OC(C)(C)C)=O)[CH2:19][CH2:18]2)[CH:7]=1)=O)C.C([O-])(O)=O.[Na+], predict the reaction product. The product is: [N:17]1([CH:8]2[CH:9]3[N:14]([CH:13]=[CH:12][CH:11]=[CH:10]3)[C:15](=[O:16])[CH:6]=[CH:7]2)[CH2:22][CH2:21][NH:20][CH2:19][CH2:18]1. (10) Given the reactants [NH2:1][C:2]1[CH:25]=[CH:24][C:5]([CH2:6][N:7]2[CH2:11][CH2:10][N:9]([CH2:12][C:13]3[CH:18]=[CH:17][C:16]([C:19]([CH3:22])([CH3:21])[CH3:20])=[CH:15][CH:14]=3)[C:8]2=[O:23])=[CH:4][CH:3]=1.C(N(CC)CC)C.[CH3:33][S:34](Cl)(=[O:36])=[O:35].C([O-])(O)=O.[Na+], predict the reaction product. The product is: [C:19]([C:16]1[CH:17]=[CH:18][C:13]([CH2:12][N:9]2[CH2:10][CH2:11][N:7]([CH2:6][C:5]3[CH:4]=[CH:3][C:2]([NH:1][S:34]([CH3:33])(=[O:36])=[O:35])=[CH:25][CH:24]=3)[C:8]2=[O:23])=[CH:14][CH:15]=1)([CH3:20])([CH3:21])[CH3:22].